From a dataset of NCI-60 drug combinations with 297,098 pairs across 59 cell lines. Regression. Given two drug SMILES strings and cell line genomic features, predict the synergy score measuring deviation from expected non-interaction effect. (1) Drug 1: CC(CN1CC(=O)NC(=O)C1)N2CC(=O)NC(=O)C2. Drug 2: C1=CC=C(C(=C1)C(C2=CC=C(C=C2)Cl)C(Cl)Cl)Cl. Cell line: HOP-92. Synergy scores: CSS=19.1, Synergy_ZIP=-1.73, Synergy_Bliss=2.62, Synergy_Loewe=1.42, Synergy_HSA=3.05. (2) Drug 1: C1=CC(=C2C(=C1NCCNCCO)C(=O)C3=C(C=CC(=C3C2=O)O)O)NCCNCCO. Drug 2: CNC(=O)C1=NC=CC(=C1)OC2=CC=C(C=C2)NC(=O)NC3=CC(=C(C=C3)Cl)C(F)(F)F. Cell line: SF-539. Synergy scores: CSS=46.7, Synergy_ZIP=-0.0620, Synergy_Bliss=1.25, Synergy_Loewe=-0.231, Synergy_HSA=5.22.